Dataset: Full USPTO retrosynthesis dataset with 1.9M reactions from patents (1976-2016). Task: Predict the reactants needed to synthesize the given product. (1) Given the product [Cl:12][C:13]1[CH:14]=[C:15]([NH:16][CH2:7][C:6]2[CH:9]=[CH:10][C:3]([N:2]([CH3:11])[CH3:1])=[CH:4][CH:5]=2)[CH:17]=[CH:18][C:19]=1[Cl:20], predict the reactants needed to synthesize it. The reactants are: [CH3:1][N:2]([CH3:11])[C:3]1[CH:10]=[CH:9][C:6]([CH:7]=O)=[CH:5][CH:4]=1.[Cl:12][C:13]1[CH:14]=[C:15]([CH:17]=[CH:18][C:19]=1[Cl:20])[NH2:16]. (2) Given the product [C:52]([O:51][C:49]([N:41]([C:42]([O:44][C:45]([CH3:48])([CH3:46])[CH3:47])=[O:43])[C:37]1[C:38]2[C:33](=[CH:32][C:31]([NH:30][C@H:18]3[C:17](=[O:57])[N:16]([CH3:58])[CH2:15][C:4]4[CH:3]=[C:2]([CH:7]=[CH:6][C:5]=4[C@@H:8]([CH2:13][CH3:14])[C:9]([O:11][CH3:12])=[O:10])[NH:1][C:59](=[O:60])[O:27][CH2:26][C@H:25]([CH3:28])[C:22]4[CH:23]=[CH:24][C:19]3=[CH:20][C:21]=4[CH3:29])=[CH:40][CH:39]=2)[C:34]([F:56])=[CH:35][N:36]=1)=[O:50])([CH3:55])([CH3:54])[CH3:53], predict the reactants needed to synthesize it. The reactants are: [NH2:1][C:2]1[CH:7]=[CH:6][C:5]([C@@H:8]([CH2:13][CH3:14])[C:9]([O:11][CH3:12])=[O:10])=[C:4]([CH2:15][N:16]([CH3:58])[C:17](=[O:57])[CH:18]([NH:30][C:31]2[CH:32]=[C:33]3[C:38](=[CH:39][CH:40]=2)[C:37]([N:41]([C:49]([O:51][C:52]([CH3:55])([CH3:54])[CH3:53])=[O:50])[C:42]([O:44][C:45]([CH3:48])([CH3:47])[CH3:46])=[O:43])=[N:36][CH:35]=[C:34]3[F:56])[C:19]2[CH:24]=[CH:23][C:22]([C@@H:25]([CH3:28])[CH2:26][OH:27])=[C:21]([CH3:29])[CH:20]=2)[CH:3]=1.[C:59](Cl)(Cl)=[O:60].